From a dataset of Merck oncology drug combination screen with 23,052 pairs across 39 cell lines. Regression. Given two drug SMILES strings and cell line genomic features, predict the synergy score measuring deviation from expected non-interaction effect. (1) Drug 1: CN1C(=O)C=CC2(C)C3CCC4(C)C(NC(=O)OCC(F)(F)F)CCC4C3CCC12. Drug 2: CCC1=CC2CN(C1)Cc1c([nH]c3ccccc13)C(C(=O)OC)(c1cc3c(cc1OC)N(C)C1C(O)(C(=O)OC)C(OC(C)=O)C4(CC)C=CCN5CCC31C54)C2. Cell line: SKMES1. Synergy scores: synergy=7.24. (2) Cell line: SKOV3. Drug 1: C=CCn1c(=O)c2cnc(Nc3ccc(N4CCN(C)CC4)cc3)nc2n1-c1cccc(C(C)(C)O)n1. Drug 2: Cn1cc(-c2cnn3c(N)c(Br)c(C4CCCNC4)nc23)cn1. Synergy scores: synergy=63.5. (3) Drug 1: CCC1=CC2CN(C1)Cc1c([nH]c3ccccc13)C(C(=O)OC)(c1cc3c(cc1OC)N(C)C1C(O)(C(=O)OC)C(OC(C)=O)C4(CC)C=CCN5CCC31C54)C2. Drug 2: CCN(CC)CCNC(=O)c1c(C)[nH]c(C=C2C(=O)Nc3ccc(F)cc32)c1C. Cell line: RKO. Synergy scores: synergy=-11.6. (4) Drug 1: N#Cc1ccc(Cn2cncc2CN2CCN(c3cccc(Cl)c3)C(=O)C2)cc1. Drug 2: NC1CCCCC1N.O=C(O)C(=O)O.[Pt+2]. Cell line: A2058. Synergy scores: synergy=0.352. (5) Drug 1: COc1cccc2c1C(=O)c1c(O)c3c(c(O)c1C2=O)CC(O)(C(=O)CO)CC3OC1CC(N)C(O)C(C)O1. Drug 2: C#Cc1cccc(Nc2ncnc3cc(OCCOC)c(OCCOC)cc23)c1. Cell line: DLD1. Synergy scores: synergy=-12.6. (6) Cell line: A2780. Drug 2: CC(C)CC(NC(=O)C(Cc1ccccc1)NC(=O)c1cnccn1)B(O)O. Drug 1: O=P1(N(CCCl)CCCl)NCCCO1. Synergy scores: synergy=-11.3. (7) Drug 1: Cn1nnc2c(C(N)=O)ncn2c1=O. Drug 2: Cn1cc(-c2cnn3c(N)c(Br)c(C4CCCNC4)nc23)cn1. Cell line: UACC62. Synergy scores: synergy=7.29.